Task: Predict the reaction yield, written as a fraction of the theoretical maximum amount of product (1.0 means a 100% yield; for example, 0.34 means a 34% yield).. Dataset: Reaction yield outcomes from USPTO patents with 853,638 reactions The reactants are N#N.Br[C:4]1[C:5]([NH:11][C:12]2[CH:22]=[CH:21][CH:20]=[CH:19][C:13]=2[C:14]([NH:16][O:17][CH3:18])=[O:15])=[CH:6][C:7]([Cl:10])=[N:8][CH:9]=1.[CH:23]1(B(O)O)[CH2:25][CH2:24]1.[Na+].[Br-].[F-].[K+]. The catalyst is O.C1C=CC([P]([Pd]([P](C2C=CC=CC=2)(C2C=CC=CC=2)C2C=CC=CC=2)([P](C2C=CC=CC=2)(C2C=CC=CC=2)C2C=CC=CC=2)[P](C2C=CC=CC=2)(C2C=CC=CC=2)C2C=CC=CC=2)(C2C=CC=CC=2)C2C=CC=CC=2)=CC=1.C1(C)C=CC=CC=1. The product is [Cl:10][C:7]1[CH:6]=[C:5]([NH:11][C:12]2[CH:22]=[CH:21][CH:20]=[CH:19][C:13]=2[C:14]([NH:16][O:17][CH3:18])=[O:15])[C:4]([CH:23]2[CH2:25][CH2:24]2)=[CH:9][N:8]=1. The yield is 0.530.